From a dataset of Reaction yield outcomes from USPTO patents with 853,638 reactions. Predict the reaction yield, written as a fraction of the theoretical maximum amount of product (1.0 means a 100% yield; for example, 0.34 means a 34% yield). The reactants are NC1C=CC([C:8]2[C:13]([S:14]([NH2:17])(=[O:16])=[O:15])=[CH:12][CH:11]=[C:10]([NH2:18])[CH:9]=2)=CC=1.[F:19][C:20]([F:35])([F:34])[C:21]1[CH:22]=[C:23]([N:31]=[C:32]=[O:33])[CH:24]=[C:25]([C:27]([F:30])([F:29])[F:28])[CH:26]=1.[K+].[Br-].NC(N)=O. No catalyst specified. The product is [F:19][C:20]([F:34])([F:35])[C:21]1[CH:22]=[C:23]([NH:31][C:32]([NH:18][C:10]2[CH:9]=[CH:8][C:13]([S:14]([NH2:17])(=[O:15])=[O:16])=[CH:12][CH:11]=2)=[O:33])[CH:24]=[C:25]([C:27]([F:30])([F:28])[F:29])[CH:26]=1. The yield is 0.814.